From a dataset of Catalyst prediction with 721,799 reactions and 888 catalyst types from USPTO. Predict which catalyst facilitates the given reaction. Reactant: [NH2:1][C:2]1[CH:7]=[CH:6][C:5]([F:8])=[CH:4][C:3]=1[NH:9][C:10]1[C:18]2[O:17][CH2:16][C@@H:15]([N:19]([C:34](=[O:39])[C:35]([F:38])([F:37])[F:36])[C:20]3[CH:33]=[CH:32][C:23]4[C@H:24]([CH2:27][C:28]([O:30][CH3:31])=[O:29])[CH2:25][O:26][C:22]=4[CH:21]=3)[C:14]=2[CH:13]=[CH:12][CH:11]=1.[O:40]1[CH2:45][CH2:44][CH:43]([C:46](O)=O)[CH2:42][CH2:41]1.Cl.CN(C)CCCN=C=NCC.O.ON1C2C=CC=CC=2N=N1.C(=O)([O-])O.[Na+]. Product: [F:8][C:5]1[CH:6]=[CH:7][C:2]2[N:1]=[C:46]([CH:43]3[CH2:44][CH2:45][O:40][CH2:41][CH2:42]3)[N:9]([C:10]3[C:18]4[O:17][CH2:16][C@@H:15]([N:19]([C:34](=[O:39])[C:35]([F:37])([F:38])[F:36])[C:20]5[CH:33]=[CH:32][C:23]6[C@H:24]([CH2:27][C:28]([O:30][CH3:31])=[O:29])[CH2:25][O:26][C:22]=6[CH:21]=5)[C:14]=4[CH:13]=[CH:12][CH:11]=3)[C:3]=2[CH:4]=1. The catalyst class is: 7.